This data is from Full USPTO retrosynthesis dataset with 1.9M reactions from patents (1976-2016). The task is: Predict the reactants needed to synthesize the given product. (1) Given the product [CH:10]1([N:4]2[CH:5]=[C:6]3[C:2]([N:1]=[C:17]([C:16]([F:27])([F:15])[C:20]4[CH:25]=[CH:24][C:23]([F:26])=[CH:22][N:21]=4)[N:9]=[C:7]3[OH:8])=[N:3]2)[CH2:11][CH2:12][CH2:13][CH2:14]1, predict the reactants needed to synthesize it. The reactants are: [NH2:1][C:2]1[C:6]([C:7]([NH2:9])=[O:8])=[CH:5][N:4]([CH:10]2[CH2:14][CH2:13][CH2:12][CH2:11]2)[N:3]=1.[F:15][C:16]([F:27])([C:20]1[CH:25]=[CH:24][C:23]([F:26])=[CH:22][N:21]=1)[C:17]([O-])=O.[Na+].C[Si](OP(=O)=O)(C)C.CCOC(C)=O. (2) Given the product [CH3:1][O:2][C:3]([C:5]1[CH:14]=[CH:13][C:12]2[C:7](=[CH:8][CH:9]=[CH:10][C:11]=2[N:15]=[CH:26][C:25]([OH:32])([C:28]([F:29])([F:31])[F:30])[CH2:24][C:23]([C:21]2[CH:22]=[C:17]([F:16])[CH:18]=[CH:19][C:20]=2[O:35][CH3:36])([CH3:33])[CH3:34])[N:6]=1)=[O:4], predict the reactants needed to synthesize it. The reactants are: [CH3:1][O:2][C:3]([C:5]1[CH:14]=[CH:13][C:12]2[C:7](=[CH:8][CH:9]=[CH:10][C:11]=2[NH2:15])[N:6]=1)=[O:4].[F:16][C:17]1[CH:18]=[CH:19][C:20]([O:35][CH3:36])=[C:21]([C:23]([CH3:34])([CH3:33])[CH2:24][C:25]([OH:32])([C:28]([F:31])([F:30])[F:29])[CH:26]=O)[CH:22]=1.C(O)(=O)C.CCCCCC.C(OCC)(=O)C. (3) Given the product [OH:34][C:21]([C:19]1[CH:18]=[C:17]2[C:12]([C@@H:13]3[CH2:40][C:39]([CH3:41])=[CH:38][CH2:37][C@H:14]3[C:15]([CH3:35])([CH3:36])[O:16]2)=[C:11]([OH:10])[CH:20]=1)([CH2:28][CH2:29][CH2:30][CH2:31][CH2:32][CH3:33])[CH2:22][C:23]([OH:25])=[O:24], predict the reactants needed to synthesize it. The reactants are: [OH-].[Na+].[Si]([O:10][C:11]1[CH:20]=[C:19]([C:21]([OH:34])([CH2:28][CH2:29][CH2:30][CH2:31][CH2:32][CH3:33])[CH2:22][C:23]([O:25]CC)=[O:24])[CH:18]=[C:17]2[C:12]=1[C@@H:13]1[CH2:40][C:39]([CH3:41])=[CH:38][CH2:37][C@H:14]1[C:15]([CH3:36])([CH3:35])[O:16]2)(C(C)(C)C)(C)C.C1COCC1.O.